Dataset: Forward reaction prediction with 1.9M reactions from USPTO patents (1976-2016). Task: Predict the product of the given reaction. Given the reactants [C:1]([O:5][C:6]([N:8]1[CH2:15][CH2:14][C:13]2([CH3:19])[C:16]([CH3:18])([CH3:17])[CH:9]1[CH2:10][C:11]1[CH:23]=[C:22]([OH:24])[C:21]([OH:25])=[CH:20][C:12]=12)=[O:7])([CH3:4])([CH3:3])[CH3:2].[C:26]([O-])([O-])=O.[K+].[K+].ICI.O, predict the reaction product. The product is: [C:1]([O:5][C:6]([N:8]1[CH2:15][CH2:14][C:13]2([CH3:19])[C:16]([CH3:17])([CH3:18])[CH:9]1[CH2:10][C:11]1[CH:23]=[C:22]3[O:24][CH2:26][O:25][C:21]3=[CH:20][C:12]=12)=[O:7])([CH3:2])([CH3:3])[CH3:4].